Dataset: Merck oncology drug combination screen with 23,052 pairs across 39 cell lines. Task: Regression. Given two drug SMILES strings and cell line genomic features, predict the synergy score measuring deviation from expected non-interaction effect. (1) Drug 1: CN(C)C(=N)N=C(N)N. Drug 2: N#Cc1ccc(Cn2cncc2CN2CCN(c3cccc(Cl)c3)C(=O)C2)cc1. Cell line: NCIH2122. Synergy scores: synergy=6.53. (2) Drug 1: CCN(CC)CCNC(=O)c1c(C)[nH]c(C=C2C(=O)Nc3ccc(F)cc32)c1C. Drug 2: O=C(NOCC(O)CO)c1ccc(F)c(F)c1Nc1ccc(I)cc1F. Cell line: MSTO. Synergy scores: synergy=14.5. (3) Drug 1: CC(=O)OC1C(=O)C2(C)C(O)CC3OCC3(OC(C)=O)C2C(OC(=O)c2ccccc2)C2(O)CC(OC(=O)C(O)C(NC(=O)c3ccccc3)c3ccccc3)C(C)=C1C2(C)C. Drug 2: Cn1cc(-c2cnn3c(N)c(Br)c(C4CCCNC4)nc23)cn1. Cell line: NCIH520. Synergy scores: synergy=-4.04. (4) Drug 1: CCC1=CC2CN(C1)Cc1c([nH]c3ccccc13)C(C(=O)OC)(c1cc3c(cc1OC)N(C)C1C(O)(C(=O)OC)C(OC(C)=O)C4(CC)C=CCN5CCC31C54)C2. Drug 2: Cn1c(=O)n(-c2ccc(C(C)(C)C#N)cc2)c2c3cc(-c4cnc5ccccc5c4)ccc3ncc21. Cell line: PA1. Synergy scores: synergy=-9.61. (5) Drug 2: Cn1nnc2c(C(N)=O)ncn2c1=O. Drug 1: CCN(CC)CCNC(=O)c1c(C)[nH]c(C=C2C(=O)Nc3ccc(F)cc32)c1C. Synergy scores: synergy=10.3. Cell line: HT29. (6) Drug 1: O=S1(=O)NC2(CN1CC(F)(F)F)C1CCC2Cc2cc(C=CCN3CCC(C(F)(F)F)CC3)ccc2C1. Drug 2: COc1cccc2c1C(=O)c1c(O)c3c(c(O)c1C2=O)CC(O)(C(=O)CO)CC3OC1CC(N)C(O)C(C)O1. Synergy scores: synergy=-12.6. Cell line: SW837. (7) Drug 1: C=CCn1c(=O)c2cnc(Nc3ccc(N4CCN(C)CC4)cc3)nc2n1-c1cccc(C(C)(C)O)n1. Drug 2: CCC1(O)C(=O)OCc2c1cc1n(c2=O)Cc2cc3c(CN(C)C)c(O)ccc3nc2-1. Cell line: T47D. Synergy scores: synergy=1.82. (8) Drug 1: C=CCn1c(=O)c2cnc(Nc3ccc(N4CCN(C)CC4)cc3)nc2n1-c1cccc(C(C)(C)O)n1. Drug 2: CCc1cnn2c(NCc3ccc[n+]([O-])c3)cc(N3CCCCC3CCO)nc12. Cell line: VCAP. Synergy scores: synergy=-27.3. (9) Drug 1: CCN(CC)CCNC(=O)c1c(C)[nH]c(C=C2C(=O)Nc3ccc(F)cc32)c1C. Drug 2: CCC1(O)C(=O)OCc2c1cc1n(c2=O)Cc2cc3c(CN(C)C)c(O)ccc3nc2-1. Cell line: LNCAP. Synergy scores: synergy=-15.2. (10) Synergy scores: synergy=2.55. Drug 2: NC1CCCCC1N.O=C(O)C(=O)O.[Pt+2]. Cell line: NCIH23. Drug 1: O=C(O)C1(Cc2cccc(Nc3nccs3)n2)CCC(Oc2cccc(Cl)c2F)CC1.